From a dataset of Reaction yield outcomes from USPTO patents with 853,638 reactions. Predict the reaction yield, written as a fraction of the theoretical maximum amount of product (1.0 means a 100% yield; for example, 0.34 means a 34% yield). (1) The reactants are [F:1][C:2]([F:28])([F:27])[C:3]1[N:8]=[CH:7][C:6]([C@H:9]([NH:12][C:13]([C:15]2[CH:16]=[C:17]([C:24](O)=[O:25])[N:18]3[CH2:23][CH2:22][O:21][CH2:20][C:19]=23)=[O:14])[CH2:10][CH3:11])=[CH:5][CH:4]=1.ON1C2C=CC=CC=2N=N1.Cl.C(N=C=NCCCN(C)C)C.[F:51][C:52]([F:59])([F:58])[C@H:53]1[CH2:57][CH2:56][CH2:55][NH:54]1.C(N(CC)CC)C. The catalyst is CN(C)C=O.O. The product is [F:28][C:2]([F:27])([F:1])[C:3]1[N:8]=[CH:7][C:6]([C@H:9]([NH:12][C:13]([C:15]2[CH:16]=[C:17]([C:24]([N:54]3[CH2:55][CH2:56][CH2:57][C@@H:53]3[C:52]([F:59])([F:58])[F:51])=[O:25])[N:18]3[CH2:23][CH2:22][O:21][CH2:20][C:19]=23)=[O:14])[CH2:10][CH3:11])=[CH:5][CH:4]=1. The yield is 0.680. (2) The reactants are C(N(CC)CC)C.[Cl:8][C:9]1[N:14]=[C:13](Cl)[C:12]([C:16]([F:19])([F:18])[F:17])=[CH:11][N:10]=1.Cl.[NH2:21][C@H:22]([CH3:26])[C@H:23]([OH:25])[CH3:24].[Na+].[Cl-]. The catalyst is C(#N)C. The product is [Cl:8][C:9]1[N:14]=[C:13]([NH:21][C@H:22]([CH3:26])[C@H:23]([OH:25])[CH3:24])[C:12]([C:16]([F:19])([F:18])[F:17])=[CH:11][N:10]=1. The yield is 0.310. (3) The reactants are [CH2:1]([N:5]([CH2:26][CH2:27][CH2:28][CH3:29])[C:6]1[CH:11]=[CH:10][C:9]([CH:12]=[CH:13][C:14]2[C:21]([CH3:22])=[CH:20][C:17]([CH:18]=O)=[C:16]([CH3:23])[CH:15]=2)=[C:8]([O:24][CH3:25])[CH:7]=1)[CH2:2][CH2:3][CH3:4].[C:30]([C:32]1[C:33](=[C:43]([C:46]#[N:47])[C:44]#[N:45])[O:34][C:35]([CH3:42])([C:38]([F:41])([F:40])[F:39])[C:36]=1[CH3:37])#[N:31]. The catalyst is C(O)C.O1CCCC1. The product is [CH2:26]([N:5]([CH2:1][CH2:2][CH2:3][CH3:4])[C:6]1[CH:11]=[CH:10][C:9]([CH:12]=[CH:13][C:14]2[C:21]([CH3:22])=[CH:20][C:17]([CH:18]=[CH:37][C:36]3[C:35]([CH3:42])([C:38]([F:41])([F:39])[F:40])[O:34][C:33](=[C:43]([C:44]#[N:45])[C:46]#[N:47])[C:32]=3[C:30]#[N:31])=[C:16]([CH3:23])[CH:15]=2)=[C:8]([O:24][CH3:25])[CH:7]=1)[CH2:27][CH2:28][CH3:29]. The yield is 0.743. (4) The product is [Cl:21][C:2]1[N:10]=[CH:9][C:8]([N+:11]([O-:13])=[O:12])=[CH:7][C:3]=1[C:4]([OH:6])=[O:5]. The reactants are O[C:2]1[N:10]=[CH:9][C:8]([N+:11]([O-:13])=[O:12])=[CH:7][C:3]=1[C:4]([OH:6])=[O:5].CN(C)C=O.S(Cl)([Cl:21])=O. The yield is 0.680. No catalyst specified.